From a dataset of Reaction yield outcomes from USPTO patents with 853,638 reactions. Predict the reaction yield, written as a fraction of the theoretical maximum amount of product (1.0 means a 100% yield; for example, 0.34 means a 34% yield). (1) The reactants are O1CCCCC1[N:7]1[C:15]2[C:10](=[CH:11][C:12]([C:16]3[N:20]=[CH:19][N:18](C(C4C=CC=CC=4)(C4C=CC=CC=4)C4C=CC=CC=4)[N:17]=3)=[CH:13][CH:14]=2)[C:9]([C:40]2[CH:41]=[C:42]([CH:47]=[CH:48][CH:49]=2)[C:43]([O:45]C)=[O:44])=[N:8]1.[OH-].[Na+]. The catalyst is CO. The product is [NH:18]1[CH:19]=[N:20][C:16]([C:12]2[CH:11]=[C:10]3[C:15](=[CH:14][CH:13]=2)[NH:7][N:8]=[C:9]3[C:40]2[CH:41]=[C:42]([CH:47]=[CH:48][CH:49]=2)[C:43]([OH:45])=[O:44])=[N:17]1. The yield is 0.300. (2) The reactants are C1(P(C2C=CC=CC=2)C2C=CC=CC=2)C=CC=CC=1.CC(OC(/N=N/C(OC(C)C)=O)=O)C.[F:34][C:35]1[CH:40]=[C:39]([C:41]2[O:42][CH:43]=[C:44]([CH2:46][N:47]3[CH2:52][CH2:51][CH2:50][CH2:49][CH2:48]3)[N:45]=2)[CH:38]=[CH:37][C:36]=1[OH:53].[N:54]1([CH2:60][CH2:61][CH2:62]O)[CH2:59][CH2:58][CH2:57][CH2:56][CH2:55]1.Cl. The catalyst is O1CCCC1. The product is [F:34][C:35]1[CH:40]=[C:39]([C:41]2[O:42][CH:43]=[C:44]([CH2:46][N:47]3[CH2:48][CH2:49][CH2:50][CH2:51][CH2:52]3)[N:45]=2)[CH:38]=[CH:37][C:36]=1[O:53][CH2:62][CH2:61][CH2:60][N:54]1[CH2:59][CH2:58][CH2:57][CH2:56][CH2:55]1. The yield is 0.200.